The task is: Predict which catalyst facilitates the given reaction.. This data is from Catalyst prediction with 721,799 reactions and 888 catalyst types from USPTO. (1) Reactant: [F:1][C:2]1[CH:3]=[C:4]([CH:31]=[CH:32][C:33]=1[F:34])[CH2:5][O:6][C:7]1[C:12]([C:13](Cl)=[O:14])=[CH:11][C:10]([C:16]2[CH:21]=[CH:20][C:19]([Cl:22])=[CH:18][CH:17]=2)=[C:9]([C:23]2[CH:28]=[CH:27][C:26]([Cl:29])=[CH:25][C:24]=2[Cl:30])[N:8]=1.Cl.[CH3:36][NH2:37]. The catalyst class is: 2. Product: [CH3:36][NH:37][C:13]([C:12]1[C:7]([O:6][CH2:5][C:4]2[CH:31]=[CH:32][C:33]([F:34])=[C:2]([F:1])[CH:3]=2)=[N:8][C:9]([C:23]2[CH:28]=[CH:27][C:26]([Cl:29])=[CH:25][C:24]=2[Cl:30])=[C:10]([C:16]2[CH:21]=[CH:20][C:19]([Cl:22])=[CH:18][CH:17]=2)[CH:11]=1)=[O:14]. (2) Reactant: [CH2:1]([N:8]1[C:16](=[O:17])[C:15]2[C:10](=[CH:11][CH:12]=[CH:13][CH:14]=2)[CH:9]1[CH2:18][CH2:19][C:20](NC1SC=CN=1)=[O:21])[C:2]1[CH:7]=[CH:6][CH:5]=[CH:4][CH:3]=1.C(Cl)(=O)C(Cl)=O.[NH2:34][C:35]1[CH:43]=[CH:42][C:38]([C:39]([OH:41])=[O:40])=[CH:37][N:36]=1.C(N(C(C)C)CC)(C)C. Product: [CH2:1]([N:8]1[C:16](=[O:17])[C:15]2[C:10](=[CH:11][CH:12]=[CH:13][CH:14]=2)[CH:9]1[CH2:18][CH2:19][C:20]([NH:34][C:35]1[CH:43]=[CH:42][C:38]([C:39]([OH:41])=[O:40])=[CH:37][N:36]=1)=[O:21])[C:2]1[CH:3]=[CH:4][CH:5]=[CH:6][CH:7]=1. The catalyst class is: 473. (3) Reactant: [C:1]1(=[O:11])[NH:5][C:4](=[O:6])[C:3]2=[CH:7][CH:8]=[CH:9][CH:10]=[C:2]12.C1C=CC(P(C2C=CC=CC=2)C2C=CC=CC=2)=CC=1.O[CH2:32][CH2:33][N:34]1[C:39](=[O:40])[CH:38]=[CH:37][C:36]([C:41]2[CH:46]=[CH:45][CH:44]=[CH:43][CH:42]=2)=[N:35]1.N(C(OC(C)C)=O)=NC(OC(C)C)=O. Product: [O:40]=[C:39]1[N:34]([CH2:33][CH2:32][N:5]2[C:1](=[O:11])[C:2]3[C:3](=[CH:7][CH:8]=[CH:9][CH:10]=3)[C:4]2=[O:6])[N:35]=[C:36]([C:41]2[CH:46]=[CH:45][CH:44]=[CH:43][CH:42]=2)[CH:37]=[CH:38]1. The catalyst class is: 134. (4) Reactant: Cl[C:2]1[C:7]([N+:8]([O-:10])=[O:9])=[CH:6][C:5]([C:11]([F:14])([F:13])[F:12])=[CH:4][N:3]=1.[F:15][C:16]([F:20])([F:19])[CH2:17][NH2:18].C(N(CC)C(C)C)(C)C.C(O)(=O)CC(CC(O)=O)(C(O)=O)O. Product: [N+:8]([C:7]1[C:2]([NH:18][CH2:17][C:16]([F:20])([F:19])[F:15])=[N:3][CH:4]=[C:5]([C:11]([F:14])([F:13])[F:12])[CH:6]=1)([O-:10])=[O:9]. The catalyst class is: 60. (5) Reactant: [H-].[Na+].[F:3][CH:4]([F:7])[CH2:5][OH:6].[Cl:8][C:9]1[CH:10]=[C:11]([NH:16][C:17]2[C:26]3[C:21](=[CH:22][C:23](F)=[C:24]([N+:27]([O-:29])=[O:28])[CH:25]=3)[N:20]=[CH:19][N:18]=2)[CH:12]=[CH:13][C:14]=1[F:15].O. Product: [Cl:8][C:9]1[CH:10]=[C:11]([NH:16][C:17]2[C:26]3[C:21](=[CH:22][C:23]([O:6][CH2:5][CH:4]([F:7])[F:3])=[C:24]([N+:27]([O-:29])=[O:28])[CH:25]=3)[N:20]=[CH:19][N:18]=2)[CH:12]=[CH:13][C:14]=1[F:15]. The catalyst class is: 1. (6) Reactant: [I:1][C:2]1[CH:3]=[CH:4][C:5]([O:9][CH2:10][CH2:11][N:12]2[CH2:16][CH2:15][CH2:14][CH2:13]2)=[C:6]([OH:8])[CH:7]=1.Br[CH:18]([CH3:20])[CH3:19].C(=O)([O-])[O-].[K+].[K+]. Product: [I:1][C:2]1[CH:3]=[CH:4][C:5]([O:9][CH2:10][CH2:11][N:12]2[CH2:16][CH2:15][CH2:14][CH2:13]2)=[C:6]([O:8][CH:18]([CH3:20])[CH3:19])[CH:7]=1. The catalyst class is: 47. (7) Reactant: [NH2:1][C@@:2]1([C:12]2[CH:17]=[CH:16][C:15]([C:18]3[CH:23]=[CH:22][C:21]([C:24]#[N:25])=[CH:20][CH:19]=3)=[CH:14][CH:13]=2)[C:7]2=[N:8][CH:9]=[CH:10][CH:11]=[C:6]2[O:5][CH2:4][CH2:3]1.CCN(C(C)C)C(C)C.[F:35][C:36]1[CH:44]=[CH:43][C:39]([C:40](Cl)=[O:41])=[CH:38][CH:37]=1. Product: [C:24]([C:21]1[CH:22]=[CH:23][C:18]([C:15]2[CH:16]=[CH:17][C:12]([C@:2]3([NH:1][C:40](=[O:41])[C:39]4[CH:43]=[CH:44][C:36]([F:35])=[CH:37][CH:38]=4)[C:7]4=[N:8][CH:9]=[CH:10][CH:11]=[C:6]4[O:5][CH2:4][CH2:3]3)=[CH:13][CH:14]=2)=[CH:19][CH:20]=1)#[N:25]. The catalyst class is: 2. (8) Product: [C:1]1([C:7]2[CH:12]=[CH:11][CH:10]=[CH:9][N+:8]=2[O-:13])[CH:2]=[CH:3][CH:4]=[CH:5][CH:6]=1. Reactant: [C:1]1([C:7]2[CH:12]=[CH:11][CH:10]=[CH:9][N:8]=2)[CH:6]=[CH:5][CH:4]=[CH:3][CH:2]=1.[OH:13]O. The catalyst class is: 15. (9) Reactant: [S:1]1[CH:5]=[CH:4][CH:3]=[C:2]1[CH2:6][CH2:7][NH2:8].[C:9]1([CH3:18])[CH:14]=[CH:13][C:12]([N:15]=[C:16]=[O:17])=[CH:11][CH:10]=1. Product: [S:1]1[CH:5]=[CH:4][CH:3]=[C:2]1[CH2:6][CH2:7][NH:8][C:16]([NH:15][C:12]1[CH:13]=[CH:14][C:9]([CH3:18])=[CH:10][CH:11]=1)=[O:17]. The catalyst class is: 11. (10) Reactant: [F:1][C:2]1[CH:3]=[C:4]2[C:8](=[CH:9][CH:10]=1)[NH:7][CH:6]=[CH:5]2.FC(F)(F)[C:13]([O:15][C:16](=O)C(F)(F)F)=[O:14].O. Product: [CH3:16][O:15][C:13]([C:5]1[C:4]2[C:8](=[CH:9][CH:10]=[C:2]([F:1])[CH:3]=2)[NH:7][CH:6]=1)=[O:14]. The catalyst class is: 3.